From a dataset of Catalyst prediction with 721,799 reactions and 888 catalyst types from USPTO. Predict which catalyst facilitates the given reaction. (1) Reactant: [CH2:1]([C@@H:8]([NH:12][C:13](=[O:19])[O:14][C:15]([CH3:18])([CH3:17])[CH3:16])[C:9](=O)[CH3:10])[C:2]1[CH:7]=[CH:6][CH:5]=[CH:4][CH:3]=1.[CH2:20]([NH2:27])[C:21]1[CH:26]=[CH:25][CH:24]=[CH:23][CH:22]=1.C(O[BH-](OC(=O)C)OC(=O)C)(=O)C.[Na+].C(=O)([O-])O.[Na+]. Product: [CH2:1]([C@@H:8]([NH:12][C:13](=[O:19])[O:14][C:15]([CH3:18])([CH3:17])[CH3:16])[CH:9]([NH:27][CH2:20][C:21]1[CH:26]=[CH:25][CH:24]=[CH:23][CH:22]=1)[CH3:10])[C:2]1[CH:7]=[CH:6][CH:5]=[CH:4][CH:3]=1. The catalyst class is: 478. (2) Reactant: [Br:1][C:2]1[CH:15]=[C:14]([S:16]([CH3:19])(=[O:18])=[O:17])[CH:13]=[C:12]([N+:20]([O-])=O)[C:3]=1[O:4][C:5]1([C:8](OC)=[O:9])[CH2:7][CH2:6]1. Product: [Br:1][C:2]1[C:3]2[O:4][C:5]3([CH2:7][CH2:6]3)[C:8](=[O:9])[NH:20][C:12]=2[CH:13]=[C:14]([S:16]([CH3:19])(=[O:18])=[O:17])[CH:15]=1. The catalyst class is: 180. (3) Reactant: C(O)(=O)/C=C/C(O)=O.N[CH:10]([CH3:13])[C:11]#[N:12].[N:14]1C=CC=CC=1.[CH3:20][S:21](Cl)(=[O:23])=[O:22]. Product: [C:13]([CH2:10][CH2:11][NH:12][S:21]([CH3:20])(=[O:23])=[O:22])#[N:14]. The catalyst class is: 74. (4) Reactant: [O:1]=[C:2]1[C:7]([CH2:8][C:9]2[CH:14]=[CH:13][C:12]([C:15]3[C:16]([C:21]#[N:22])=[CH:17][CH:18]=[CH:19][CH:20]=3)=[CH:11][CH:10]=2)=[C:6]([CH2:23][CH2:24][CH3:25])[N:5]2[N:26]=[CH:27][N:28]=[C:4]2[N:3]1[CH:29]1[CH2:34][CH2:33][C:32](=[O:35])[CH2:31][CH2:30]1.CO.[BH4-].[Na+]. Product: [OH:35][C@H:32]1[CH2:33][CH2:34][C@H:29]([N:3]2[C:2](=[O:1])[C:7]([CH2:8][C:9]3[CH:14]=[CH:13][C:12]([C:15]4[C:16]([C:21]#[N:22])=[CH:17][CH:18]=[CH:19][CH:20]=4)=[CH:11][CH:10]=3)=[C:6]([CH2:23][CH2:24][CH3:25])[N:5]3[N:26]=[CH:27][N:28]=[C:4]23)[CH2:30][CH2:31]1. The catalyst class is: 7. (5) Reactant: [F:1][C:2]([F:15])([F:14])[S:3]([O:6]S(C(F)(F)F)(=O)=O)(=[O:5])=[O:4].[Cl:16][C:17]1[C:18](O)=[C:19]([CH:23]=[CH:24][CH:25]=1)[C:20]([NH2:22])=O.C(N(CC)CC)C. Product: [F:1][C:2]([F:15])([F:14])[S:3]([O:6][C:18]1[C:19]([C:20]#[N:22])=[CH:23][CH:24]=[CH:25][C:17]=1[Cl:16])(=[O:5])=[O:4]. The catalyst class is: 2. (6) Reactant: [F:1][C@@H:2]1[CH2:7][CH2:6][CH2:5][CH2:4][C@H:3]1[OH:8].[H-].[Na+].CS([C:15]1[N:16]=[C:17]([O:41][CH2:42][CH2:43][CH3:44])[C:18]2[N:23]=[C:22]([C:24]3[CH:38]=[C:37]([CH3:39])[C:27]([O:28][CH2:29][C:30]([O:32][C:33]([CH3:36])([CH3:35])[CH3:34])=[O:31])=[C:26]([CH3:40])[CH:25]=3)[O:21][C:19]=2[N:20]=1)(=O)=O. Product: [F:1][C@@H:2]1[CH2:7][CH2:6][CH2:5][CH2:4][C@H:3]1[O:8][C:15]1[N:16]=[C:17]([O:41][CH2:42][CH2:43][CH3:44])[C:18]2[N:23]=[C:22]([C:24]3[CH:25]=[C:26]([CH3:40])[C:27]([O:28][CH2:29][C:30]([O:32][C:33]([CH3:34])([CH3:35])[CH3:36])=[O:31])=[C:37]([CH3:39])[CH:38]=3)[O:21][C:19]=2[N:20]=1. The catalyst class is: 9.